This data is from Full USPTO retrosynthesis dataset with 1.9M reactions from patents (1976-2016). The task is: Predict the reactants needed to synthesize the given product. (1) Given the product [OH:20][C:19]1[C:13]([NH:12][C:10](=[O:11])[C:9]2[CH:24]=[CH:25][C:6]([F:5])=[CH:7][CH:8]=2)=[C:14]([OH:15])[N:4]=[C:2]([SH:3])[N:1]=1, predict the reactants needed to synthesize it. The reactants are: [NH2:1][C:2]([NH2:4])=[S:3].[F:5][C:6]1[CH:25]=[CH:24][C:9]([C:10]([NH:12][CH:13]([C:19](OCC)=[O:20])[C:14](OCC)=[O:15])=[O:11])=[CH:8][CH:7]=1.[Na]. (2) Given the product [CH:60]1[N:61]=[C:62]([NH2:63])[C:57]2[N:56]=[CH:55][N:54]([C@@H:52]3[O:53][C@H:49]([CH2:48][O:47][P:44]([O:43][P:40]([O:39][CH2:38][C@H:36]4[O:37][C@@H:33]([N:31]5[CH:30]=[C:29]([C:68]([NH2:70])=[O:69])[CH2:28][CH:27]=[CH:32]5)[C@H:34]([OH:67])[C@@H:35]4[OH:66])([OH:42])=[O:41])([OH:46])=[O:45])[C@@H:50]([OH:65])[C@H:51]3[OH:64])[C:58]=2[N:59]=1, predict the reactants needed to synthesize it. The reactants are: P([O-])([O-])([O-])=O.[K+].[K+].[K+].ClCC(O)CO.O=C[C@@H]([C@H]([C@@H]([C@@H](CO)O)O)O)O.[CH:27]1[CH:32]=[N+:31]([C@@H:33]2[O:37][C@H:36]([CH2:38][O:39][P:40]([O:43][P:44]([O:47][CH2:48][C@H:49]3[O:53][C@@H:52]([N:54]4[C:58]5[N:59]=[CH:60][N:61]=[C:62]([NH2:63])[C:57]=5[N:56]=[CH:55]4)[C@H:51]([OH:64])[C@@H:50]3[OH:65])([OH:46])=[O:45])([OH:42])=[O:41])[C@@H:35]([OH:66])[C@H:34]2[OH:67])[CH:30]=[C:29]([C:68]([NH2:70])=[O:69])[CH:28]=1.C1C=[N+]([C@@H]2O[C@H](COP(OP(OC[C@H]3O[C@@H](N4C5N=CN=C(N)C=5N=C4)[C@H](OP(O)(O)=O)[C@@H]3O)(O)=O)(O)=O)[C@@H](O)[C@H]2O)C=C(C(N)=O)C=1.C1N=C(N)C2N=CN([C@@H]3O[C@H](COP(OP(OC[C@H]4O[C@@H](N5C=C(C(N)=O)CC=C5)[C@H](O)[C@@H]4O)(O)=O)(O)=O)[C@@H](O)[C@H]3OP(O)(O)=O)C=2N=1. (3) Given the product [Br:10][CH2:9][C:3]1[C:4]([I:8])=[CH:5][CH:6]=[CH:7][C:2]=1[Cl:1], predict the reactants needed to synthesize it. The reactants are: [Cl:1][C:2]1[CH:7]=[CH:6][CH:5]=[C:4]([I:8])[C:3]=1[CH3:9].[Br:10]N1C(=O)CCC1=O.C(OOC(=O)C1C=CC=CC=1)(=O)C1C=CC=CC=1. (4) Given the product [NH2:29][C:18]1[CH:19]=[CH:20][C:21]([N:23]2[CH2:28][CH2:27][CH2:26][CH2:25][CH2:24]2)=[CH:22][C:17]=1[C:16]([NH:15][C:12]1[N:13]=[CH:14][C:9]([C:4]2[CH:5]=[CH:6][C:7]([CH3:8])=[C:2]([CH3:1])[CH:3]=2)=[CH:10][N:11]=1)=[O:32], predict the reactants needed to synthesize it. The reactants are: [CH3:1][C:2]1[CH:3]=[C:4]([C:9]2[CH:10]=[N:11][C:12]([NH:15][C:16](=[O:32])[C:17]3[CH:22]=[C:21]([N:23]4[CH2:28][CH2:27][CH2:26][CH2:25][CH2:24]4)[CH:20]=[CH:19][C:18]=3[N+:29]([O-])=O)=[N:13][CH:14]=2)[CH:5]=[CH:6][C:7]=1[CH3:8]. (5) The reactants are: S(Cl)(Cl)=O.[CH3:5][C:6]([CH3:13])([C:10]([OH:12])=[O:11])[C:7](O)=[O:8].[CH3:14][S:15][C:16]1[CH:22]=[CH:21][C:19]([NH2:20])=[CH:18][CH:17]=1. Given the product [CH3:14][S:15][C:16]1[CH:22]=[CH:21][C:19]([NH:20][C:7](=[O:8])[C:6]([CH3:13])([CH3:5])[C:10]([OH:12])=[O:11])=[CH:18][CH:17]=1, predict the reactants needed to synthesize it.